Dataset: Forward reaction prediction with 1.9M reactions from USPTO patents (1976-2016). Task: Predict the product of the given reaction. (1) Given the reactants CI.[C:3]([O:7][C:8]([N:10]1[CH2:15][CH2:14][O:13][CH:12]([C:16]([OH:18])=[O:17])[CH2:11]1)=[O:9])([CH3:6])([CH3:5])[CH3:4].[C:19](=O)([O-])[O-].[K+].[K+], predict the reaction product. The product is: [N:10]1([C:8]([O:7][C:3]([CH3:6])([CH3:4])[CH3:5])=[O:9])[CH2:15][CH2:14][O:13][CH:12]([C:16]([O:18][CH3:19])=[O:17])[CH2:11]1. (2) The product is: [Cl:16][C:17]1[N:22]=[CH:21][C:20]([O:23][C:2]2[C:11]3[C:6](=[CH:7][C:8]([O:14][CH3:15])=[C:9]([O:12][CH3:13])[CH:10]=3)[N:5]=[CH:4][CH:3]=2)=[CH:19][CH:18]=1. Given the reactants Cl[C:2]1[C:11]2[C:6](=[CH:7][C:8]([O:14][CH3:15])=[C:9]([O:12][CH3:13])[CH:10]=2)[N:5]=[CH:4][CH:3]=1.[Cl:16][C:17]1[N:22]=[CH:21][C:20]([OH:23])=[CH:19][CH:18]=1.C(N(CC)CC)C.O, predict the reaction product. (3) Given the reactants [NH:1]([C:3]([C:5]1[S:6][C:7]([C:19]2[C:28]3[C:23](=[CH:24][CH:25]=[CH:26][CH:27]=3)[C:22]([S:29]([NH:32][C@@H:33]([CH3:38])[C:34]([F:37])([F:36])[F:35])(=[O:31])=[O:30])=[CH:21][CH:20]=2)=[C:8]([C:10]([N:12]2[CH2:17][CH2:16][CH:15]([CH3:18])[CH2:14][CH2:13]2)=[O:11])[N:9]=1)=[O:4])[NH2:2].[NH2:39][C:40](=[O:44])[C:41](O)=[O:42].CN(C(ON1N=NC2C=CC=NC1=2)=[N+](C)C)C.F[P-](F)(F)(F)(F)F.O, predict the reaction product. The product is: [CH3:18][CH:15]1[CH2:16][CH2:17][N:12]([C:10]([C:8]2[N:9]=[C:5]([C:3]([NH:1][NH:2][C:41](=[O:42])[C:40]([NH2:39])=[O:44])=[O:4])[S:6][C:7]=2[C:19]2[C:28]3[C:23](=[CH:24][CH:25]=[CH:26][CH:27]=3)[C:22]([S:29](=[O:31])(=[O:30])[NH:32][C@@H:33]([CH3:38])[C:34]([F:36])([F:35])[F:37])=[CH:21][CH:20]=2)=[O:11])[CH2:13][CH2:14]1. (4) Given the reactants C(OC([NH:8][C:9]1[CH:13]=[C:12]([C:14]2[CH:19]=[CH:18][N:17]=[CH:16][N:15]=2)[S:11][CH:10]=1)=O)(C)(C)C.C(O)(C(F)(F)F)=O, predict the reaction product. The product is: [N:17]1[CH:18]=[CH:19][C:14]([C:12]2[S:11][CH:10]=[C:9]([NH2:8])[CH:13]=2)=[N:15][CH:16]=1.